Dataset: Catalyst prediction with 721,799 reactions and 888 catalyst types from USPTO. Task: Predict which catalyst facilitates the given reaction. (1) Reactant: [CH2:1]([O:3][CH2:4][C:5]1[N:6]([CH2:24][CH2:25][CH2:26][O:27][CH:28]([CH3:30])[CH3:29])[C:7]2[C:16]3[CH:15]=[CH:14][C:13]([N:17]4[CH2:21][CH2:20][CH2:19][C:18]4=[O:22])=[CH:12][C:11]=3[N:10]=[CH:9][C:8]=2[N:23]=1)[CH3:2].ClC1C=C(C=CC=1)C(OO)=O.[OH-].[NH4+:43].C1(S(Cl)(=O)=O)C=CC=CC=1. Product: [NH2:43][C:9]1[C:8]2[N:23]=[C:5]([CH2:4][O:3][CH2:1][CH3:2])[N:6]([CH2:24][CH2:25][CH2:26][O:27][CH:28]([CH3:29])[CH3:30])[C:7]=2[C:16]2[CH:15]=[CH:14][C:13]([N:17]3[CH2:21][CH2:20][CH2:19][C:18]3=[O:22])=[CH:12][C:11]=2[N:10]=1. The catalyst class is: 22. (2) Product: [CH2:12]([O:1][C:2]1[CH:10]=[CH:9][C:5]([CH2:6][C:7]#[N:8])=[CH:4][CH:3]=1)[CH2:13][CH2:14][CH3:15]. Reactant: [OH:1][C:2]1[CH:10]=[CH:9][C:5]([CH2:6][C:7]#[N:8])=[CH:4][CH:3]=1.Br[CH2:12][CH2:13][CH2:14][CH3:15].C(=O)([O-])[O-].[K+].[K+]. The catalyst class is: 9. (3) Reactant: [C:1]1([C:7]#[C:8][C:9]([O:11][CH3:12])=[O:10])[CH:6]=[CH:5][CH:4]=[CH:3][CH:2]=1.[CH3:13][Si:14]([CH3:18])([CH3:17])[C:15]#[CH:16].[CH2:19]1COCC1. Product: [C:1]1([C:7]([C:16]#[C:15][Si:14]([CH3:18])([CH3:17])[CH3:13])=[CH:8][C:9]([O:11][CH2:12][CH3:19])=[O:10])[CH:6]=[CH:5][CH:4]=[CH:3][CH:2]=1. The catalyst class is: 167. (4) Reactant: [CH2:1]([C:3]1([NH:26]C(=O)OC(C)(C)C)[CH2:8][CH2:7][CH:6]([O:9][C:10]2[N:11]=[CH:12][N:13]=[C:14]3[C:21]=2[C:20]2[C@@H:19]([CH2:22][C@@H:23]([OH:25])[CH3:24])[CH2:18][CH2:17][C:16]=2[S:15]3)[CH2:5][CH2:4]1)[CH3:2].[ClH:34]. Product: [ClH:34].[NH2:26][C:3]1([CH2:1][CH3:2])[CH2:8][CH2:7][CH:6]([O:9][C:10]2[N:11]=[CH:12][N:13]=[C:14]3[C:21]=2[C:20]2[C@@H:19]([CH2:22][C@@H:23]([OH:25])[CH3:24])[CH2:18][CH2:17][C:16]=2[S:15]3)[CH2:5][CH2:4]1. The catalyst class is: 4.